From a dataset of Reaction yield outcomes from USPTO patents with 853,638 reactions. Predict the reaction yield, written as a fraction of the theoretical maximum amount of product (1.0 means a 100% yield; for example, 0.34 means a 34% yield). (1) The reactants are [CH2:1]([C@@H:5]1[NH:10][CH2:9][C@H:8]([CH2:11][CH:12]([CH3:14])[CH3:13])[NH:7][C:6]1=[O:15])[CH:2]([CH3:4])[CH3:3].[N+:16]([C:19]1[CH:24]=[CH:23][C:22]([C:25]2[O:29][N:28]=[C:27]([C:30](O)=[O:31])[CH:26]=2)=[CH:21][CH:20]=1)([O-:18])=[O:17].C([C@@H]1N(C(=O)/C=C/C2C=CC=CC=2)C[C@H](CC(C)C)NC1=O)C(C)C. No catalyst specified. The product is [CH2:1]([C@@H:5]1[N:10]([C:30]([C:27]2[CH:26]=[C:25]([C:22]3[CH:21]=[CH:20][C:19]([N+:16]([O-:18])=[O:17])=[CH:24][CH:23]=3)[O:29][N:28]=2)=[O:31])[CH2:9][C@H:8]([CH2:11][CH:12]([CH3:14])[CH3:13])[NH:7][C:6]1=[O:15])[CH:2]([CH3:4])[CH3:3]. The yield is 0.740. (2) The reactants are [I-].[CH2:2]([O:9][C:10]([N:12]1[CH2:17][CH2:16][CH:15]([NH:18][C:19](=[O:34])[C@@H:20]([NH:26][C:27]([O:29][C:30]([CH3:33])([CH3:32])[CH3:31])=[O:28])[CH2:21][CH2:22][S+](C)C)[CH2:14][CH2:13]1)=[O:11])[C:3]1[CH:8]=[CH:7][CH:6]=[CH:5][CH:4]=1.C[Si]([N-][Si](C)(C)C)(C)C.[Li+].[Cl-].[NH4+]. The catalyst is C1COCC1. The product is [C:30]([O:29][C:27]([NH:26][C@H:20]1[CH2:21][CH2:22][N:18]([CH:15]2[CH2:16][CH2:17][N:12]([C:10]([O:9][CH2:2][C:3]3[CH:8]=[CH:7][CH:6]=[CH:5][CH:4]=3)=[O:11])[CH2:13][CH2:14]2)[C:19]1=[O:34])=[O:28])([CH3:33])([CH3:32])[CH3:31]. The yield is 1.00. (3) The product is [CH2:30]([O:15][C:13]([CH:12]1[CH2:10][CH:11]([C:24]2[CH:23]=[CH:22][C:21]3[C:26](=[CH:27][CH:28]=[CH:19][CH:20]=3)[CH:25]=2)[C:3]2[C:4](=[CH:6][C:7]([Cl:9])=[CH:8][C:2]=2[Cl:1])[NH:5]1)=[O:14])[CH3:31]. The yield is 0.840. The reactants are [Cl:1][C:2]1[CH:3]=[C:4]([CH:6]=[C:7]([Cl:9])[CH:8]=1)[NH2:5].[CH2:10]([C:12](=O)[C:13]([O-:15])=[O:14])[CH3:11].C([C:19]1[CH:28]=[CH:27][C:26]2[C:21](=[CH:22][CH:23]=[CH:24][CH:25]=2)[CH:20]=1)=C.F[C:30](F)(F)[C:31](O)=O. The catalyst is C(#N)C. (4) The reactants are C(N1C=CN=C1)(N1C=CN=C1)=O.[C:13]([OH:17])(=O)[CH2:14][CH3:15].[CH2:18]([NH:20][CH2:21][CH2:22][C:23]1[CH:28]=[CH:27][C:26]([OH:29])=[CH:25][CH:24]=1)[CH3:19].CO. The catalyst is O1CCCC1.C(OCC)(=O)C. The product is [CH2:18]([N:20]([C:13](=[O:17])[CH2:14][CH3:15])[CH2:21][CH2:22][C:23]1[CH:24]=[CH:25][C:26]([OH:29])=[CH:27][CH:28]=1)[CH3:19]. The yield is 0.430. (5) The reactants are [CH3:1][O:2][C:3]([C:5]1[CH:13]=[CH:12][C:8]([C:9]([OH:11])=O)=[CH:7][CH:6]=1)=[O:4].C(N(CC)CC)C.CN(C(ON1N=NC2C=CC=NC1=2)=[N+](C)C)C.F[P-](F)(F)(F)(F)F.[NH2:45][CH:46]1[CH2:51][CH2:50][N:49]([CH2:52][C:53]2[CH:60]=[CH:59][C:56]([C:57]#[N:58])=[CH:55][CH:54]=2)[CH2:48][CH2:47]1.Cl. The catalyst is CN(C)C=O.O. The yield is 0.440. The product is [C:57]([C:56]1[CH:55]=[CH:54][C:53]([CH2:52][N:49]2[CH2:48][CH2:47][CH:46]([NH:45][C:9]([C:8]3[CH:7]=[CH:6][C:5]([C:3]([O:2][CH3:1])=[O:4])=[CH:13][CH:12]=3)=[O:11])[CH2:51][CH2:50]2)=[CH:60][CH:59]=1)#[N:58]. (6) The reactants are [C:1]([O:5][C:6]([N:8]1[C@@H:13]([CH2:14][O:15][Si:16]([C:29]([CH3:32])([CH3:31])[CH3:30])([C:23]2[CH:28]=[CH:27][CH:26]=[CH:25][CH:24]=2)[C:17]2[CH:22]=[CH:21][CH:20]=[CH:19][CH:18]=2)[CH2:12][O:11][C@@H:10]([C:33]2[N:37]3[CH:38]=[CH:39][N:40]=[C:41]([NH:42][CH2:43][C:44]4[CH:49]=[CH:48][C:47]([O:50][CH3:51])=[CH:46][C:45]=4[O:52][CH3:53])[C:36]3=[C:35](Br)[N:34]=2)[CH2:9]1)=[O:7])([CH3:4])([CH3:3])[CH3:2].CC1(C)C(C)(C)OB([C:63]2[CH:81]=[CH:80][C:66]([C:67]([NH:69][C:70]3[CH:75]=[C:74]([C:76]([F:79])([F:78])[F:77])[CH:73]=[CH:72][N:71]=3)=[O:68])=[CH:65][CH:64]=2)O1.[O-]P([O-])([O-])=O.[K+].[K+].[K+]. The catalyst is O1CCOCC1.O.CCOC(C)=O. The product is [Si:16]([O:15][CH2:14][C@@H:13]1[N:8]([C:6]([O:5][C:1]([CH3:4])([CH3:3])[CH3:2])=[O:7])[CH2:9][C@H:10]([C:33]2[N:37]3[CH:38]=[CH:39][N:40]=[C:41]([NH:42][CH2:43][C:44]4[CH:49]=[CH:48][C:47]([O:50][CH3:51])=[CH:46][C:45]=4[O:52][CH3:53])[C:36]3=[C:35]([C:63]3[CH:81]=[CH:80][C:66]([C:67](=[O:68])[NH:69][C:70]4[CH:75]=[C:74]([C:76]([F:77])([F:78])[F:79])[CH:73]=[CH:72][N:71]=4)=[CH:65][CH:64]=3)[N:34]=2)[O:11][CH2:12]1)([C:29]([CH3:32])([CH3:31])[CH3:30])([C:23]1[CH:28]=[CH:27][CH:26]=[CH:25][CH:24]=1)[C:17]1[CH:22]=[CH:21][CH:20]=[CH:19][CH:18]=1. The yield is 0.700.